The task is: Predict the product of the given reaction.. This data is from Forward reaction prediction with 1.9M reactions from USPTO patents (1976-2016). (1) Given the reactants [CH:1]1([C:7]2[CH:8]=[C:9]([CH:14]3[C:23]([CH3:25])([CH3:24])[CH2:22][C:21]4[C:16](=[CH:17][CH:18]=[C:19]([C:26](O)=[O:27])[CH:20]=4)[NH:15]3)[CH:10]=[C:11]([F:13])[CH:12]=2)[CH2:6][CH2:5][CH2:4][CH2:3][CH2:2]1.[CH:29]1([S:32]([NH2:35])(=[O:34])=[O:33])[CH2:31][CH2:30]1, predict the reaction product. The product is: [CH:1]1([C:7]2[CH:8]=[C:9]([CH:14]3[C:23]([CH3:25])([CH3:24])[CH2:22][C:21]4[C:16](=[CH:17][CH:18]=[C:19]([C:26]([NH:35][S:32]([CH:29]5[CH2:31][CH2:30]5)(=[O:34])=[O:33])=[O:27])[CH:20]=4)[NH:15]3)[CH:10]=[C:11]([F:13])[CH:12]=2)[CH2:6][CH2:5][CH2:4][CH2:3][CH2:2]1. (2) Given the reactants [CH3:1][C:2]1[CH:3]=[CH:4][C:5]([C:8]2[N:12]([C:13]3[CH:14]=[CH:15][C:16]([S:19]([NH2:22])(=[O:21])=[O:20])=[CH:17][CH:18]=3)[N:11]=[C:10]([C:23]([F:26])([F:25])[F:24])[CH:9]=2)=[CH:6][CH:7]=1.[Cl-].[Cl-].[Ca+2:29], predict the reaction product. The product is: [CH3:1][C:2]1[CH:3]=[CH:4][C:5]([C:8]2[N:12]([C:13]3[CH:14]=[CH:15][C:16]([S:19]([NH2:22])(=[O:21])=[O:20])=[CH:17][CH:18]=3)[N:11]=[C:10]([C:23]([F:25])([F:24])[F:26])[CH:9]=2)=[CH:6][CH:7]=1.[Ca:29]. (3) Given the reactants C[O:2][C:3](=[O:33])[C@@H:4]([O:6][C:7]1[CH:16]=[CH:15][C:14]([F:17])=[C:13]2[C:8]=1[C:9]([O:29][CH:30]([F:32])[F:31])=[C:10]([CH2:20][C:21]1[CH:26]=[CH:25][C:24]([Cl:27])=[CH:23][C:22]=1[Cl:28])[C:11]([CH2:18][CH3:19])=[N:12]2)[CH3:5].C[O:35][C:36](=[O:64])[C@@H:37]([O:39][C:40]1[CH:49]=[CH:48][C:47]([F:50])=[C:46]2[C:41]=1[C:42]([O:62][CH3:63])=[C:43]([CH2:53][C:54]1[CH:59]=[CH:58][C:57]([Cl:60])=[CH:56][C:55]=1[Cl:61])[C:44]([CH2:51][CH3:52])=[N:45]2)[CH3:38].CO.[OH-].[Li+], predict the reaction product. The product is: [Cl:28][C:22]1[CH:23]=[C:24]([Cl:27])[CH:25]=[CH:26][C:21]=1[CH2:20][C:10]1[C:11]([CH2:18][CH3:19])=[N:12][C:13]2[C:8]([C:9]=1[O:29][CH:30]([F:31])[F:32])=[C:7]([O:6][C@@H:4]([CH3:5])[C:3]([OH:33])=[O:2])[CH:16]=[CH:15][C:14]=2[F:17].[Cl:61][C:55]1[CH:56]=[C:57]([Cl:60])[CH:58]=[CH:59][C:54]=1[CH2:53][C:43]1[C:44]([CH2:51][CH3:52])=[N:45][C:46]2[C:41]([C:42]=1[O:62][CH3:63])=[C:40]([O:39][C@@H:37]([CH3:38])[C:36]([OH:64])=[O:35])[CH:49]=[CH:48][C:47]=2[F:50]. (4) Given the reactants C([O:3][C:4](=O)[C:5]1[CH:10]=[C:9]([CH3:11])[N:8]=[C:7]([CH2:12][CH3:13])[CH:6]=1)C.[NH3:15], predict the reaction product. The product is: [CH2:12]([C:7]1[CH:6]=[C:5]([CH:10]=[C:9]([CH3:11])[N:8]=1)[C:4]([NH2:15])=[O:3])[CH3:13]. (5) The product is: [C:16]([C:21]1[CH:29]=[CH:28][C:24]([C:25]([NH:15][CH2:14][CH2:13][C:10]2[CH:11]=[CH:12][C:7]([CH2:6][N:1]3[CH2:5][CH2:4][CH2:3][CH2:2]3)=[CH:8][CH:9]=2)=[O:26])=[CH:23][CH:22]=1)#[C:17][CH2:18][CH2:19][CH3:20]. Given the reactants [N:1]1([CH2:6][C:7]2[CH:12]=[CH:11][C:10]([CH2:13][CH2:14][NH2:15])=[CH:9][CH:8]=2)[CH2:5][CH2:4][CH2:3][CH2:2]1.[C:16]([C:21]1[CH:29]=[CH:28][C:24]([C:25](O)=[O:26])=[CH:23][CH:22]=1)#[C:17][CH2:18][CH2:19][CH3:20], predict the reaction product. (6) Given the reactants [CH:1]([C:3]1[CH:8]=[CH:7][CH:6]=[CH:5][C:4]=1[C:9]1[CH:14]=[CH:13][C:12]([CH3:15])=[CH:11][CH:10]=1)=[O:2].BrN1C(=[O:22])CCC1=O, predict the reaction product. The product is: [CH3:15][C:12]1[CH:11]=[CH:10][C:9]([C:4]2[C:3]([C:1]([OH:22])=[O:2])=[CH:8][CH:7]=[CH:6][CH:5]=2)=[CH:14][CH:13]=1.